From a dataset of Full USPTO retrosynthesis dataset with 1.9M reactions from patents (1976-2016). Predict the reactants needed to synthesize the given product. (1) Given the product [CH3:1][C:2]1[CH:3]=[CH:4][C:5]([CH:8]([C:15]2[C:23]3[C:18](=[C:19]([CH2:24][S:25][CH3:26])[CH:20]=[CH:21][CH:22]=3)[NH:17][CH:16]=2)[CH2:9][CH2:10][OH:11])=[CH:6][CH:7]=1, predict the reactants needed to synthesize it. The reactants are: [CH3:1][C:2]1[CH:7]=[CH:6][C:5]([CH:8]([C:15]2[C:23]3[C:18](=[C:19]([CH2:24][S:25][CH3:26])[CH:20]=[CH:21][CH:22]=3)[NH:17][CH:16]=2)[CH2:9][C:10](OCC)=[O:11])=[CH:4][CH:3]=1.[H-].[Al+3].[Li+].[H-].[H-].[H-].Cl. (2) Given the product [Br:5][C:6]1[CH:7]=[C:8]2[C:12](=[CH:13][CH:14]=1)[N:11]([CH2:2][CH2:3][CH3:4])[CH:10]=[CH:9]2, predict the reactants needed to synthesize it. The reactants are: Br[CH2:2][CH2:3][CH3:4].[Br:5][C:6]1[CH:7]=[C:8]2[C:12](=[CH:13][CH:14]=1)[NH:11][CH:10]=[CH:9]2.C(=O)([O-])[O-].[Cs+].[Cs+]. (3) Given the product [CH3:1][O:2][C:3](=[O:31])[CH:4]([C:17]1[CH:22]=[C:21]([C:23]([F:24])([F:25])[F:26])[CH:20]=[C:19]([C:27]([F:28])([F:29])[F:30])[CH:18]=1)[N:5]1[C:14]2[C:9](=[CH:10][CH:11]=[C:12]([Br:51])[CH:13]=2)[NH:8][CH:7]([CH2:15][CH3:16])[CH2:6]1, predict the reactants needed to synthesize it. The reactants are: [CH3:1][O:2][C:3](=[O:31])[CH:4]([C:17]1[CH:22]=[C:21]([C:23]([F:26])([F:25])[F:24])[CH:20]=[C:19]([C:27]([F:30])([F:29])[F:28])[CH:18]=1)[N:5]1[C:14]2[C:9](=[CH:10][CH:11]=[CH:12][CH:13]=2)[NH:8][CH:7]([CH2:15][CH3:16])[CH2:6]1.C(C1C=NC2C(=CC=CC=2)N=1)C.C1C(=O)N([Br:51])C(=O)C1. (4) Given the product [ClH:13].[Cl:13][CH2:8][CH2:7][CH:6]([N:1]1[CH2:5][CH2:4][CH2:3][CH2:2]1)[CH3:10], predict the reactants needed to synthesize it. The reactants are: [N:1]1([CH:6]([CH3:10])[CH2:7][CH2:8]O)[CH2:5][CH2:4][CH2:3][CH2:2]1.S(Cl)([Cl:13])=O. (5) Given the product [Cl:8][C:4]1[C:5]([Cl:7])=[CH:6][CH:1]=[CH:2][C:3]=1[N:9]1[CH2:14][CH2:13][N:12]([CH2:15][CH2:16][CH2:17][CH2:18][O:19][C:20]2[CH:25]=[C:24]3[C:23]([CH2:30][CH2:29][C:27](=[O:28])[N:26]3[C:40]([O:43][CH:44]([Cl:33])[CH3:45])=[O:42])=[CH:22][CH:21]=2)[CH2:11][CH2:10]1, predict the reactants needed to synthesize it. The reactants are: [CH:1]1[CH:2]=[C:3]([N:9]2[CH2:14][CH2:13][N:12]([CH2:15][CH2:16][CH2:17][CH2:18][O:19][C:20]3[CH:21]=[CH:22][C:23]4[CH2:30][CH2:29][C:27](=[O:28])[NH:26][C:24]=4[CH:25]=3)[CH2:11][CH2:10]2)[C:4]([Cl:8])=[C:5]([Cl:7])[CH:6]=1.[H-].[Na+].[Cl:33]C(OCCCl)=O.[C:40]([O:43][CH2:44][CH3:45])(=[O:42])C. (6) Given the product [Cl:1][C:2]1[CH:8]=[C:7]([Cl:9])[C:6]([O:10][CH3:11])=[CH:5][C:3]=1[NH:4][C:15]1[C:20]([C:21]#[N:22])=[CH:19][N:18]=[C:17]2[CH:23]=[C:24]([I:26])[S:25][C:16]=12, predict the reactants needed to synthesize it. The reactants are: [Cl:1][C:2]1[CH:8]=[C:7]([Cl:9])[C:6]([O:10][CH3:11])=[CH:5][C:3]=1[NH2:4].[H-].[Na+].Cl[C:15]1[C:20]([C:21]#[N:22])=[CH:19][N:18]=[C:17]2[CH:23]=[C:24]([I:26])[S:25][C:16]=12. (7) Given the product [NH:8]1[CH2:13][CH2:12][CH:11]([N:14]2[C:18]3[CH:19]=[CH:20][C:21]([F:23])=[CH:22][C:17]=3[N:16]=[C:15]2[CH2:24][C:25]([F:28])([F:26])[F:27])[CH2:10][CH2:9]1, predict the reactants needed to synthesize it. The reactants are: C([N:8]1[CH2:13][CH2:12][CH:11]([N:14]2[C:18]3[CH:19]=[CH:20][C:21]([F:23])=[CH:22][C:17]=3[N:16]=[C:15]2[CH2:24][C:25]([F:28])([F:27])[F:26])[CH2:10][CH2:9]1)C1C=CC=CC=1.Cl. (8) The reactants are: Cl.[NH:2]1[C:7]2([CH2:12][CH2:11][C:10](=[O:13])[CH2:9][CH2:8]2)[C:6](=[O:14])[NH:5][CH2:4][CH2:3]1.C[O-].[Na+].C(=O)([O-])[O-].[Na+].[Na+]. Given the product [NH:2]1[C:7]2([CH2:8][CH2:9][C:10](=[O:13])[CH2:11][CH2:12]2)[C:6](=[O:14])[NH:5][CH2:4][CH2:3]1, predict the reactants needed to synthesize it. (9) Given the product [CH2:21]([O:20][CH:4]([O:3][CH2:1][CH3:2])[CH2:5][N:6]1[C:14]2[CH2:13][CH2:12][CH2:11][CH2:10][C:9]=2[CH:8]=[C:7]1[C:15]([OH:17])=[O:16])[CH3:22], predict the reactants needed to synthesize it. The reactants are: [CH2:1]([O:3][CH:4]([O:20][CH2:21][CH3:22])[CH2:5][N:6]1[C:14]2[CH2:13][CH2:12][CH2:11][CH2:10][C:9]=2[CH:8]=[C:7]1[C:15]([O:17]CC)=[O:16])[CH3:2].C(O)C.O1CCCC1.[OH-].[Na+]. (10) Given the product [CH3:19][C:20]([CH3:24])=[CH:21][CH2:22][O:1][C:2]1[CH:3]=[CH:4][C:5]([C:6]([O:8][CH2:9][CH3:10])=[O:7])=[CH:11][CH:12]=1, predict the reactants needed to synthesize it. The reactants are: [OH:1][C:2]1[CH:12]=[CH:11][C:5]([C:6]([O:8][CH2:9][CH3:10])=[O:7])=[CH:4][CH:3]=1.C(=O)([O-])[O-].[K+].[K+].[CH3:19][C:20]([CH3:24])=[CH:21][CH2:22]Cl.